Dataset: Reaction yield outcomes from USPTO patents with 853,638 reactions. Task: Predict the reaction yield, written as a fraction of the theoretical maximum amount of product (1.0 means a 100% yield; for example, 0.34 means a 34% yield). (1) The reactants are [Cl:1][C:2]1[CH:11]=[CH:10][CH:9]=[C:8]2[C:3]=1[CH:4]=[CH:5][NH:6][C:7]2=[O:12].I(C1C=CC=C(C[C:22]([O-])=[O:23])C=1CC([O-])=O)=O.CS(O)(=O)=O. The catalyst is CO. The product is [Cl:1][C:2]1[CH:11]=[CH:10][CH:9]=[C:8]2[C:3]=1[C:4]([O:23][CH3:22])=[CH:5][NH:6][C:7]2=[O:12]. The yield is 0.880. (2) The reactants are [CH2:1]([O:8][C:9]1[CH:18]=[C:17]([O:19][CH2:20][C:21]2[CH:26]=[CH:25][CH:24]=[CH:23][CH:22]=2)[C:16]([C:27]([CH3:29])=[CH2:28])=[CH:15][C:10]=1[C:11]([O:13]C)=[O:12])[C:2]1[CH:7]=[CH:6][CH:5]=[CH:4][CH:3]=1.[OH-].[K+]. The catalyst is CO.O. The product is [CH2:1]([O:8][C:9]1[CH:18]=[C:17]([O:19][CH2:20][C:21]2[CH:26]=[CH:25][CH:24]=[CH:23][CH:22]=2)[C:16]([C:27]([CH3:29])=[CH2:28])=[CH:15][C:10]=1[C:11]([OH:13])=[O:12])[C:2]1[CH:3]=[CH:4][CH:5]=[CH:6][CH:7]=1. The yield is 0.890. (3) The reactants are [NH2:1][C:2]1[C:7]([CH3:8])=[CH:6][CH:5]=[CH:4][N:3]=1.[C:9](OCC)(=[O:16])[CH2:10][C:11](OCC)=[O:12]. The catalyst is C(OCC)(=O)C. The product is [OH:16][C:9]1[N:1]=[C:2]2[C:7]([CH3:8])=[CH:6][CH:5]=[CH:4][N:3]2[C:11](=[O:12])[CH:10]=1. The yield is 0.965.